Dataset: Reaction yield outcomes from USPTO patents with 853,638 reactions. Task: Predict the reaction yield, written as a fraction of the theoretical maximum amount of product (1.0 means a 100% yield; for example, 0.34 means a 34% yield). (1) No catalyst specified. The reactants are Cl[C:2]1[C:23]([O:24][CH3:25])=[CH:22][C:5]([C:6]([NH:8][S:9]([C:12]2[CH:17]=[CH:16][CH:15]=[CH:14][C:13]=2[S:18](=[O:21])(=[O:20])[NH2:19])(=[O:11])=[O:10])=[O:7])=[CH:4][N:3]=1.[C:26]([CH:28]1[CH2:32][CH2:31][CH2:30][CH2:29]1)#[CH:27]. The product is [CH:28]1([C:26]#[C:27][C:2]2[C:23]([O:24][CH3:25])=[CH:22][C:5]([C:6]([NH:8][S:9]([C:12]3[CH:17]=[CH:16][CH:15]=[CH:14][C:13]=3[S:18](=[O:21])(=[O:20])[NH2:19])(=[O:11])=[O:10])=[O:7])=[CH:4][N:3]=2)[CH2:32][CH2:31][CH2:30][CH2:29]1. The yield is 0.340. (2) The reactants are [CH2:1]([N:3]([C:11]([CH3:15])([CH3:14])[CH2:12][OH:13])[C:4](=[O:10])[O:5][C:6]([CH3:9])([CH3:8])[CH3:7])C.[CH3:16]C(OI1(OC(C)=O)(OC(C)=O)OC(=O)C2C=CC=CC1=2)=O.C(=O)([O-])O.[Na+].S([O-])([O-])(=O)=S.[Na+].[Na+]. No catalyst specified. The product is [CH3:1][N:3]([C:11]([CH2:15][CH3:16])([CH3:14])[CH:12]=[O:13])[C:4](=[O:10])[O:5][C:6]([CH3:9])([CH3:8])[CH3:7]. The yield is 0.710. (3) The reactants are [P:1]([O:12][C:13]([CH3:16])([CH3:15])[CH3:14])([O:7][C:8]([CH3:11])([CH3:10])[CH3:9])([O:3][CH2:4][CH2:5][NH2:6])=[O:2].CCN(CC)CC.[Cl:24][CH2:25][CH:26]1[C:34]2[C:33]3[CH:35]=[CH:36][C:37]([S:39](Cl)(=[O:41])=[O:40])=[CH:38][C:32]=3[C:31]([N+:43]([O-:45])=[O:44])=[CH:30][C:29]=2[N:28](C(=O)C(F)(F)F)[CH2:27]1.C([O-])([O-])=O.[Cs+].[Cs+]. The catalyst is C1COCC1.O.CO. The product is [P:1]([O:3][CH2:4][CH2:5][NH:6][S:39]([C:37]1[CH:36]=[CH:35][C:33]2[C:34]3[CH:26]([CH2:25][Cl:24])[CH2:27][NH:28][C:29]=3[CH:30]=[C:31]([N+:43]([O-:45])=[O:44])[C:32]=2[CH:38]=1)(=[O:41])=[O:40])([O:7][C:8]([CH3:10])([CH3:9])[CH3:11])([O:12][C:13]([CH3:16])([CH3:15])[CH3:14])=[O:2]. The yield is 0.910. (4) The yield is 0.890. The catalyst is CN(C=O)C. The reactants are [CH3:1][C:2]([O:5][C:6]([NH:8][C@H:9]([C:13]([OH:15])=O)[CH2:10][C:11]#[CH:12])=[O:7])([CH3:4])[CH3:3].CCN=C=NCCCN(C)C.C1C=CC2N(O)N=NC=2C=1.[NH2:37][C@H:38]([C:43]([O:45][CH3:46])=[O:44])[CH2:39][CH:40]([CH3:42])[CH3:41].Cl.C(N(C(C)C)CC)(C)C. The product is [C:2]([O:5][C:6]([NH:8][CH:9]([CH2:10][C:11]#[CH:12])[C:13]([NH:37][CH:38]([CH2:39][CH:40]([CH3:42])[CH3:41])[C:43]([O:45][CH3:46])=[O:44])=[O:15])=[O:7])([CH3:1])([CH3:3])[CH3:4]. (5) The reactants are [N+:1]([C:4]1[CH:13]=[C:12]2[C:7]([CH2:8][CH2:9][CH2:10][NH:11]2)=[CH:6][CH:5]=1)([O-:3])=[O:2].[Cl:14][C:15]1[CH:20]=[CH:19][C:18]([S:21](Cl)(=[O:23])=[O:22])=[CH:17][CH:16]=1.N1C=CC=CC=1. The catalyst is Cl. The product is [Cl:14][C:15]1[CH:20]=[CH:19][C:18]([S:21]([N:11]2[C:12]3[C:7](=[CH:6][CH:5]=[C:4]([N+:1]([O-:3])=[O:2])[CH:13]=3)[CH2:8][CH2:9][CH2:10]2)(=[O:23])=[O:22])=[CH:17][CH:16]=1. The yield is 0.590. (6) The reactants are [F:1][C:2]([F:29])([F:28])[O:3][C:4]1[CH:9]=[CH:8][C:7]([N:10]2[CH:14]=[N:13][C:12]([C:15]3[CH:27]=[CH:26][C:18](/[CH:19]=[N:20]/[NH:21][C:22](SC)=[S:23])=[CH:17][CH:16]=3)=[N:11]2)=[CH:6][CH:5]=1.[CH3:30][N:31]([CH3:39])[C:32]1[CH:37]=[CH:36][CH:35]=[C:34]([NH2:38])[CH:33]=1. The catalyst is CN(C=O)C. The product is [CH3:30][N:31]([CH3:39])[C:32]1[CH:33]=[C:34]([NH:38][C:22]([NH:21][N:20]=[CH:19][C:18]2[CH:17]=[CH:16][C:15]([C:12]3[N:13]=[CH:14][N:10]([C:7]4[CH:6]=[CH:5][C:4]([O:3][C:2]([F:28])([F:1])[F:29])=[CH:9][CH:8]=4)[N:11]=3)=[CH:27][CH:26]=2)=[S:23])[CH:35]=[CH:36][CH:37]=1. The yield is 0.780. (7) The reactants are CC(C)([O-])C.[K+].[CH3:7][O:8][C:9](=[O:25])[C:10]([O:23][CH3:24])=[CH:11][C:12]1[CH:17]=[CH:16][C:15]([OH:18])=[C:14]([C:19]([F:22])([F:21])[F:20])[CH:13]=1.Br[CH2:27][CH2:28][CH2:29][O:30][C:31]1[CH:36]=[CH:35][C:34]([C:37]2[CH:42]=[CH:41][CH:40]=[CH:39][CH:38]=2)=[CH:33][CH:32]=1. The catalyst is CN(C)C=O. The product is [CH3:7][O:8][C:9](=[O:25])[C:10]([O:23][CH3:24])=[CH:11][C:12]1[CH:17]=[CH:16][C:15]([O:18][CH2:27][CH2:28][CH2:29][O:30][C:31]2[CH:36]=[CH:35][C:34]([C:37]3[CH:42]=[CH:41][CH:40]=[CH:39][CH:38]=3)=[CH:33][CH:32]=2)=[C:14]([C:19]([F:21])([F:20])[F:22])[CH:13]=1. The yield is 0.570. (8) The reactants are [Li]CCCC.[C:6]([O:10][C:11](=[O:20])[NH:12][C:13]1[CH:14]=[N:15][C:16]([Cl:19])=[CH:17][CH:18]=1)([CH3:9])([CH3:8])[CH3:7].CN(CCN(C)C)C.[I:29]I. The catalyst is CCOCC. The product is [C:6]([O:10][C:11](=[O:20])[NH:12][C:13]1[CH:14]=[N:15][C:16]([Cl:19])=[CH:17][C:18]=1[I:29])([CH3:9])([CH3:7])[CH3:8]. The yield is 0.560.